The task is: Predict the product of the given reaction.. This data is from Forward reaction prediction with 1.9M reactions from USPTO patents (1976-2016). (1) The product is: [N:36]1([C:34]([O:33][C:29]([CH3:32])([CH3:31])[CH3:30])=[O:35])[CH2:37][CH2:38][CH:39]([C:42]([O:44][CH2:14][O:13][C:12](=[O:16])[N:11]([C:9]2[N:10]=[C:5]3[CH:4]=[CH:3][C:2]([Cl:1])=[CH:7][N:6]3[N:8]=2)[C:17]2[CH:22]=[CH:21][C:20]([S:23]([CH3:26])(=[O:25])=[O:24])=[CH:19][C:18]=2[O:27][CH3:28])=[O:43])[CH2:40][CH2:41]1. Given the reactants [Cl:1][C:2]1[CH:3]=[CH:4][C:5]2[N:6]([N:8]=[C:9]([N:11]([C:17]3[CH:22]=[CH:21][C:20]([S:23]([CH3:26])(=[O:25])=[O:24])=[CH:19][C:18]=3[O:27][CH3:28])[C:12](=[O:16])[O:13][CH2:14]Cl)[N:10]=2)[CH:7]=1.[C:29]([O:33][C:34]([N:36]1[CH2:41][CH2:40][CH:39]([C:42]([OH:44])=[O:43])[CH2:38][CH2:37]1)=[O:35])([CH3:32])([CH3:31])[CH3:30].C(=O)([O-])[O-].[Cs+].[Cs+].O, predict the reaction product. (2) Given the reactants O[C:2]1[C:7]2[O:8][C:9]3[CH:14]=[CH:13][CH:12]=[CH:11][C:10]=3[C:6]=2[C:5]([CH:15]=[O:16])=[CH:4][CH:3]=1.[C:17](=O)([O-])[O-:18].[K+].[K+].[CH2:23]([O:25][C:26](=[O:29])CBr)[CH3:24], predict the reaction product. The product is: [CH2:23]([O:25][CH2:26][O:29][C:17]([C:2]1[C:7]2[O:8][C:9]3[CH:14]=[CH:13][CH:12]=[CH:11][C:10]=3[C:6]=2[C:5]([CH:15]=[O:16])=[CH:4][CH:3]=1)=[O:18])[CH3:24].